From a dataset of hERG Central: cardiac toxicity at 1µM, 10µM, and general inhibition. Predict hERG channel inhibition at various concentrations. The molecule is CN(C)CCCN(C(=O)c1cc2ccccc2oc1=O)c1nc2ccc(F)cc2s1.Cl. Results: hERG_inhib (hERG inhibition (general)): blocker.